This data is from Forward reaction prediction with 1.9M reactions from USPTO patents (1976-2016). The task is: Predict the product of the given reaction. (1) The product is: [CH2:8]([C@H:5]1[N:4]([CH2:12][C:13]([F:16])([F:15])[F:14])[C:3]2[CH:17]=[CH:18][C:19]([N+:21]([O-:23])=[O:22])=[CH:20][C:2]=2[O:7][CH2:6]1)[CH:9]([CH3:11])[CH3:10]. Given the reactants F[C:2]1[CH:20]=[C:19]([N+:21]([O-:23])=[O:22])[CH:18]=[CH:17][C:3]=1[N:4]([CH2:12][C:13]([F:16])([F:15])[F:14])[C@H:5]([CH2:8][CH:9]([CH3:11])[CH3:10])[CH2:6][OH:7].[H-].[Na+], predict the reaction product. (2) Given the reactants [CH3:1][CH2:2][O:3][C:4]([C:6]1[CH:7]=[CH:8][C:9]([NH2:12])=[CH:10][CH:11]=1)=[O:5].[N+:13]([C:16]1[CH:23]=[CH:22][C:19]([CH:20]=O)=[CH:18][CH:17]=1)([O-:15])=[O:14].[OH:24][C:25]1[CH:26]=[CH:27][CH:28]=[C:29]2[C:34]=1[N:33]=[CH:32][CH:31]=[CH:30]2, predict the reaction product. The product is: [OH:24][C:25]1[C:26]([N:12]([CH2:20][C:19]2[CH:22]=[CH:23][C:16]([N+:13]([O-:15])=[O:14])=[CH:17][CH:18]=2)[C:9]2[CH:8]=[CH:7][C:6]([C:4]([O:3][CH2:2][CH3:1])=[O:5])=[CH:11][CH:10]=2)=[CH:27][CH:28]=[C:29]2[C:34]=1[N:33]=[CH:32][CH:31]=[CH:30]2. (3) Given the reactants [CH3:1][C:2]1[CH:7]=[C:6]([NH:8][C:9]2[CH:14]=[C:13]([C:15]([F:18])([F:17])[F:16])[CH:12]=[CH:11][N:10]=2)[N:5]=[C:4]([C:19]2[N:20]=[N:21][N:22]([C@@H:24]([CH3:28])[C:25](O)=[O:26])[CH:23]=2)[CH:3]=1.Cl.[NH2:30][CH2:31][C:32]([O:34][CH3:35])=[O:33].CN(C(ON1N=NC2C=CC=NC1=2)=[N+](C)C)C.F[P-](F)(F)(F)(F)F.C(N(C(C)C)C(C)C)C.CN([CH:72]=[O:73])C, predict the reaction product. The product is: [F:16][C:15]([F:18])([F:17])[C:72]([OH:73])=[O:33].[CH3:1][C:2]1[CH:7]=[C:6]([NH:8][C:9]2[CH:14]=[C:13]([C:15]([F:16])([F:18])[F:17])[CH:12]=[CH:11][N:10]=2)[N:5]=[C:4]([C:19]2[N:20]=[N:21][N:22]([C@@H:24]([CH3:28])[C:25]([NH:30][CH2:31][C:32]([O:34][CH3:35])=[O:33])=[O:26])[CH:23]=2)[CH:3]=1. (4) Given the reactants C[O:2][C:3](=O)[C:4]1[CH:9]=[CH:8][C:7]([O:10][CH2:11][C:12]2[S:16][C:15]([C:17]3[CH:22]=[CH:21][C:20]([C:23]([F:26])([F:25])[F:24])=[CH:19][CH:18]=3)=[N:14][C:13]=2[CH3:27])=[CH:6][CH:5]=1.[NH2:29][NH2:30], predict the reaction product. The product is: [CH3:27][C:13]1[N:14]=[C:15]([C:17]2[CH:22]=[CH:21][C:20]([C:23]([F:26])([F:24])[F:25])=[CH:19][CH:18]=2)[S:16][C:12]=1[CH2:11][O:10][C:7]1[CH:8]=[CH:9][C:4]([C:3]([NH:29][NH2:30])=[O:2])=[CH:5][CH:6]=1. (5) The product is: [NH2:1][C:2]1[C:3]2[N:4]([C:8]([C@@H:12]3[O:17][CH2:16][C@H:15]4[CH2:18][CH2:19][C:20](=[O:21])[N:14]4[CH2:13]3)=[N:9][C:10]=2[C:42]2[CH:41]=[CH:40][C:26]([C:27]([NH:29][C:30]3[CH:35]=[C:34]([C:36]([F:39])([F:37])[F:38])[CH:33]=[CH:32][N:31]=3)=[O:28])=[CH:25][C:24]=2[O:23][CH3:22])[CH:5]=[CH:6][N:7]=1. Given the reactants [NH2:1][C:2]1[C:3]2[N:4]([C:8]([C@@H:12]3[O:17][CH2:16][C@H:15]4[CH2:18][CH2:19][C:20](=[O:21])[N:14]4[CH2:13]3)=[N:9][C:10]=2Br)[CH:5]=[CH:6][N:7]=1.[CH3:22][O:23][C:24]1[CH:25]=[C:26]([CH:40]=[CH:41][C:42]=1B1OC(C)(C)C(C)(C)O1)[C:27]([NH:29][C:30]1[CH:35]=[C:34]([C:36]([F:39])([F:38])[F:37])[CH:33]=[CH:32][N:31]=1)=[O:28].C([O-])([O-])=O.[K+].[K+], predict the reaction product.